From a dataset of Forward reaction prediction with 1.9M reactions from USPTO patents (1976-2016). Predict the product of the given reaction. (1) Given the reactants [C:1]([O:5][C:6]([N:8]1[CH2:13][CH2:12][C:11]([CH3:17])([C:14](O)=[O:15])[CH2:10][CH2:9]1)=[O:7])([CH3:4])([CH3:3])[CH3:2].C1N=C[N:20](C(N2C=NC=C2)=O)C=1.[OH-].[NH4+], predict the reaction product. The product is: [C:14]([C:11]1([CH3:17])[CH2:12][CH2:13][N:8]([C:6]([O:5][C:1]([CH3:4])([CH3:3])[CH3:2])=[O:7])[CH2:9][CH2:10]1)(=[O:15])[NH2:20]. (2) The product is: [C:1]1([CH2:11][N:12]2[C:16]3[CH:17]=[CH:18][CH:19]=[CH:20][C:15]=3[N:14]=[C:13]2[S:21][CH2:22][CH2:23][CH2:24][C:25]([OH:27])=[O:26])[C:10]2[C:5](=[CH:6][CH:7]=[CH:8][CH:9]=2)[CH:4]=[CH:3][CH:2]=1. Given the reactants [C:1]1([CH2:11][N:12]2[C:16]3[CH:17]=[CH:18][CH:19]=[CH:20][C:15]=3[N:14]=[C:13]2[S:21][CH2:22][CH2:23][CH2:24][C:25]([O:27]CC)=[O:26])[C:10]2[C:5](=[CH:6][CH:7]=[CH:8][CH:9]=2)[CH:4]=[CH:3][CH:2]=1.[OH-].[Li+].C(O)(=O)CC(CC(O)=O)(C(O)=O)O, predict the reaction product.